The task is: Predict the product of the given reaction.. This data is from Forward reaction prediction with 1.9M reactions from USPTO patents (1976-2016). (1) Given the reactants [NH2:1][C:2]1[N:7]=[CH:6][C:5]([N+:8]([O-])=O)=[CH:4][N:3]=1.Br[C:12]1[CH:25]=[CH:24][C:15]([O:16][CH2:17][CH2:18][N:19]2[CH2:23][CH2:22][CH2:21][CH2:20]2)=[CH:14][CH:13]=1.C([O-])([O-])=O.[Cs+].[Cs+].CC1(C)C2C(=C(P(C3C=CC=CC=3)C3C=CC=CC=3)C=CC=2)OC2C(P(C3C=CC=CC=3)C3C=CC=CC=3)=CC=CC1=2, predict the reaction product. The product is: [N:19]1([CH2:18][CH2:17][O:16][C:15]2[CH:24]=[CH:25][C:12]([NH:1][C:2]3[N:7]=[CH:6][C:5]([NH2:8])=[CH:4][N:3]=3)=[CH:13][CH:14]=2)[CH2:23][CH2:22][CH2:21][CH2:20]1. (2) Given the reactants [Cl:1][C:2]([Cl:35])([Cl:34])[CH2:3][O:4][C:5](=[O:33])[NH:6][C:7]1[CH:12]=[CH:11][C:10]([S:13][C:14]2[CH:19]=[CH:18][C:17]([NH:20][C:21](=[O:29])[C:22]3[CH:27]=[CH:26][C:25]([F:28])=[CH:24][CH:23]=3)=[CH:16][C:15]=2[N+:30]([O-])=O)=[CH:9][CH:8]=1.[NH4+].[Cl-], predict the reaction product. The product is: [Cl:35][C:2]([Cl:1])([Cl:34])[CH2:3][O:4][C:5](=[O:33])[NH:6][C:7]1[CH:12]=[CH:11][C:10]([S:13][C:14]2[CH:19]=[CH:18][C:17]([NH:20][C:21](=[O:29])[C:22]3[CH:27]=[CH:26][C:25]([F:28])=[CH:24][CH:23]=3)=[CH:16][C:15]=2[NH2:30])=[CH:9][CH:8]=1. (3) Given the reactants [NH2:1][C:2]1[CH:3]=[C:4]([NH:9][C:10](=[O:22])[C:11]2[CH:16]=[CH:15][C:14]([C:17]([F:20])([F:19])[F:18])=[N:13][C:12]=2[CH3:21])[CH:5]=[CH:6][C:7]=1[Cl:8].[Cl:23][C:24]1[CH:25]=[C:26]([CH:30]=[CH:31][C:32]=1[F:33])[C:27](O)=[O:28], predict the reaction product. The product is: [Cl:8][C:7]1[CH:6]=[CH:5][C:4]([NH:9][C:10](=[O:22])[C:11]2[CH:16]=[CH:15][C:14]([C:17]([F:20])([F:19])[F:18])=[N:13][C:12]=2[CH3:21])=[CH:3][C:2]=1[NH:1][C:27](=[O:28])[C:26]1[CH:30]=[CH:31][C:32]([F:33])=[C:24]([Cl:23])[CH:25]=1. (4) Given the reactants Br[C:2]1[CH:24]=[C:23]([F:25])[CH:22]=[CH:21][C:3]=1[O:4][CH2:5][C:6]([N:8]([CH:18]([CH3:20])[CH3:19])[NH:9][C:10](=[O:17])[C:11]1[CH:16]=[CH:15][CH:14]=[CH:13][CH:12]=1)=[O:7].C([O-])([O-])=O.[Na+].[Na+].[CH3:32][O:33][C:34]1[CH:35]=[C:36](B(O)O)[CH:37]=[CH:38][CH:39]=1, predict the reaction product. The product is: [F:25][C:23]1[CH:22]=[CH:21][C:3]([O:4][CH2:5][C:6]([N:8]([CH:18]([CH3:20])[CH3:19])[NH:9][C:10](=[O:17])[C:11]2[CH:16]=[CH:15][CH:14]=[CH:13][CH:12]=2)=[O:7])=[C:2]([C:38]2[CH:37]=[CH:36][CH:35]=[C:34]([O:33][CH3:32])[CH:39]=2)[CH:24]=1. (5) Given the reactants [F:1][C:2]1[CH:7]=[CH:6][C:5]([F:8])=[CH:4][C:3]=1[OH:9].Cl[C:11]1[CH:12]=[CH:13][C:14]([N+:26]([O-:28])=[O:27])=[C:15]([CH2:17][NH:18][C:19](=[O:25])[O:20][C:21]([CH3:24])([CH3:23])[CH3:22])[CH:16]=1.[H-].[Na+], predict the reaction product. The product is: [F:1][C:2]1[CH:7]=[CH:6][C:5]([F:8])=[CH:4][C:3]=1[O:9][C:11]1[CH:12]=[CH:13][C:14]([N+:26]([O-:28])=[O:27])=[C:15]([CH2:17][NH:18][C:19](=[O:25])[O:20][C:21]([CH3:24])([CH3:22])[CH3:23])[CH:16]=1. (6) Given the reactants CC([N:5]([CH2:9][CH2:10][O:11][C:12]1[CH:17]=[CH:16][C:15]([N:18]2[C:26]3[CH:25]=[CH:24][N:23]=[CH:22][C:21]=3[N:20]=[C:19]2[C:27]2[C:31]([NH2:32])=[N:30][O:29][N:28]=2)=[CH:14][CH:13]=1)C(=O)[O-])(C)C.Cl, predict the reaction product. The product is: [NH2:5][CH2:9][CH2:10][O:11][C:12]1[CH:17]=[CH:16][C:15]([N:18]2[C:26]3[CH:25]=[CH:24][N:23]=[CH:22][C:21]=3[N:20]=[C:19]2[C:27]2[C:31]([NH2:32])=[N:30][O:29][N:28]=2)=[CH:14][CH:13]=1. (7) The product is: [CH3:13][C:10]1([CH3:12])[CH2:9][CH2:8][C:7]([CH3:14])([CH3:15])[C:6]2[CH:5]=[C:4]([Se:16][C:17]#[C:18][C:19]3[CH:28]=[CH:27][C:22]([C:23]([O:25][CH3:26])=[O:24])=[CH:21][CH:20]=3)[CH:3]=[C:2]([O:1][CH2:35][C:36]3[CH:43]=[CH:42][CH:41]=[C:38]([CH3:39])[CH:37]=3)[C:11]1=2. Given the reactants [OH:1][C:2]1[C:11]2[C:10]([CH3:13])([CH3:12])[CH2:9][CH2:8][C:7]([CH3:15])([CH3:14])[C:6]=2[CH:5]=[C:4]([Se:16][C:17]#[C:18][C:19]2[CH:28]=[CH:27][C:22]([C:23]([O:25][CH3:26])=[O:24])=[CH:21][CH:20]=2)[CH:3]=1.C(=O)([O-])[O-].[K+].[K+].[CH3:35][C:36]1[CH:37]=[C:38]([CH:41]=[CH:42][CH:43]=1)[CH2:39]Br, predict the reaction product. (8) Given the reactants CN(C)CCNC.BrC1SC(C=O)=CC=1.[CH3:16][N:17]([CH3:29])[CH2:18][CH2:19][N:20]([CH3:28])[C:21]1[S:25][C:24]([CH:26]=O)=[CH:23][CH:22]=1.[CH3:30][O:31][C:32]1[CH:33]=[C:34]([CH:38]=[CH:39][C:40]=1[O:41][CH3:42])[CH2:35][C:36]#[N:37], predict the reaction product. The product is: [CH3:30][O:31][C:32]1[CH:33]=[C:34](/[C:35](=[CH:26]/[C:24]2[S:25][C:21]([N:20]([CH2:19][CH2:18][N:17]([CH3:29])[CH3:16])[CH3:28])=[CH:22][CH:23]=2)/[C:36]#[N:37])[CH:38]=[CH:39][C:40]=1[O:41][CH3:42]. (9) Given the reactants [NH2:1][CH2:2][CH2:3][NH:4][C:5](=[O:28])[C:6]1[CH:11]=[CH:10][CH:9]=[C:8]([NH:12][C:13]2[N:18]=[C:17]([NH:19][C:20]3[CH:25]=[C:24]([OH:26])[CH:23]=[CH:22][C:21]=3[CH3:27])[CH:16]=[CH:15][N:14]=2)[CH:7]=1.[OH:29][C:30]1[CH:31]=[C:32]2[C:41](=[CH:42][CH:43]=1)[C:40]([C:44]1[CH:49]=[CH:48][C:47]([C:50](O)=[O:51])=[CH:46][C:45]=1[C:53]([OH:55])=[O:54])=[C:39]1[C:34](=[CH:35][C:36](=[O:56])[CH:37]=[CH:38]1)[O:33]2.C(N(CC)CC)C.C(Cl)CCl.C1C=CC2N(O)N=NC=2C=1.Cl, predict the reaction product. The product is: [OH:26][C:24]1[CH:23]=[CH:22][C:21]([CH3:27])=[C:20]([NH:19][C:17]2[CH:16]=[CH:15][N:14]=[C:13]([NH:12][C:8]3[CH:7]=[C:6]([C:5]([NH:4][CH2:3][CH2:2][NH:1][C:50]([C:47]4[CH:48]=[CH:49][C:44]([C:40]5[C:41]6[C:32]([O:33][C:34]7[C:39]=5[CH:38]=[CH:37][C:36](=[O:56])[CH:35]=7)=[CH:31][C:30]([OH:29])=[CH:43][CH:42]=6)=[C:45]([CH:46]=4)[C:53]([OH:55])=[O:54])=[O:51])=[O:28])[CH:11]=[CH:10][CH:9]=3)[N:18]=2)[CH:25]=1.